From a dataset of M1 muscarinic receptor antagonist screen with 61,756 compounds. Binary Classification. Given a drug SMILES string, predict its activity (active/inactive) in a high-throughput screening assay against a specified biological target. (1) The compound is O1C2(OCC1)N=C(N)C1(C2(C=C(NC1c1ccccc1)C)C#N)C#N. The result is 0 (inactive). (2) The compound is S(c1n(N)c(nn1)C1CCCCC1)CC(=O)Nc1ccc(F)cc1. The result is 0 (inactive).